From a dataset of Peptide-MHC class I binding affinity with 185,985 pairs from IEDB/IMGT. Regression. Given a peptide amino acid sequence and an MHC pseudo amino acid sequence, predict their binding affinity value. This is MHC class I binding data. (1) The peptide sequence is YADHGANQL. The MHC is HLA-B48:01 with pseudo-sequence HLA-B48:01. The binding affinity (normalized) is 0.0847. (2) The peptide sequence is KGPDKLQVY. The MHC is HLA-A30:01 with pseudo-sequence HLA-A30:01. The binding affinity (normalized) is 0.130. (3) The peptide sequence is RRRWRRLTV. The MHC is HLA-B51:01 with pseudo-sequence HLA-B51:01. The binding affinity (normalized) is 0.0465. (4) The peptide sequence is LVEALYLVCG. The MHC is HLA-A02:01 with pseudo-sequence HLA-A02:01. The binding affinity (normalized) is 0.122. (5) The peptide sequence is SWHHTSDDF. The MHC is HLA-A03:01 with pseudo-sequence HLA-A03:01. The binding affinity (normalized) is 0.0847. (6) The peptide sequence is CTSEIQNVT. The MHC is HLA-A02:02 with pseudo-sequence HLA-A02:02. The binding affinity (normalized) is 0.516.